Regression. Given a peptide amino acid sequence and an MHC pseudo amino acid sequence, predict their binding affinity value. This is MHC class II binding data. From a dataset of Peptide-MHC class II binding affinity with 134,281 pairs from IEDB. (1) The peptide sequence is YYEIGKILSRDILSKINQPY. The MHC is DRB1_0301 with pseudo-sequence DRB1_0301. The binding affinity (normalized) is 0.898. (2) The peptide sequence is YPKYVKQNTLKLAT. The MHC is HLA-DQA10401-DQB10402 with pseudo-sequence HLA-DQA10401-DQB10402. The binding affinity (normalized) is 0.212.